From a dataset of Reaction yield outcomes from USPTO patents with 853,638 reactions. Predict the reaction yield, written as a fraction of the theoretical maximum amount of product (1.0 means a 100% yield; for example, 0.34 means a 34% yield). The yield is 0.0400. The product is [F:1][C:2]1[CH:3]=[CH:4][C:5]([C:8]2[O:9][C:10]([C:21]([C:24]3[CH:29]=[CH:28][N:27]=[CH:26][CH:25]=3)([OH:23])[CH3:22])=[N:11][N:12]=2)=[CH:6][CH:7]=1. The catalyst is C1COCC1. The reactants are [F:1][C:2]1[CH:7]=[CH:6][C:5]([C:8]2[O:9][CH:10]=[N:11][N:12]=2)=[CH:4][CH:3]=1.[Li+].CC([N-]C(C)C)C.[C:21]([C:24]1[CH:29]=[CH:28][N:27]=[CH:26][CH:25]=1)(=[O:23])[CH3:22].